This data is from Retrosynthesis with 50K atom-mapped reactions and 10 reaction types from USPTO. The task is: Predict the reactants needed to synthesize the given product. (1) The reactants are: NC(=O)OC[C@@H]1[C@H](N)C(=O)N1S(=O)(=O)O.[N-]=[N+]=NCCO/N=C(\C(=O)O)c1csc(N)n1. Given the product [N-]=[N+]=NCCO/N=C(\C(=O)N[C@@H]1C(=O)N(S(=O)(=O)O)[C@@H]1COC(N)=O)c1csc(N)n1, predict the reactants needed to synthesize it. (2) The reactants are: CC(CCc1ccccc1F)CC(C(=O)C(C)(C)C)n1cncn1. Given the product CC(CCc1ccccc1F)CC(C(O)C(C)(C)C)n1cncn1, predict the reactants needed to synthesize it. (3) Given the product O=C1CCOc2ccc(Cc3cc([C@@H]4O[C@H](CO)[C@@H](O)[C@H](O)[C@H]4O)ccc3Cl)cc21, predict the reactants needed to synthesize it. The reactants are: O=c1ccoc2ccc(Cc3cc([C@@H]4O[C@H](CO)[C@@H](O)[C@H](O)[C@H]4O)ccc3Cl)cc12. (4) Given the product O=C1C[C@H]2CCC[C@H]2N1c1ccc(C#Cc2ccccc2)cn1, predict the reactants needed to synthesize it. The reactants are: C#Cc1ccccc1.O=C1C[C@H]2CCC[C@H]2N1c1ccc(I)cn1. (5) Given the product CC(C)(C)n1cc(C(=O)c2cncc(NC(=O)Cn3cc(C4CC4)cn3)c2)c2cnc(N)nc21, predict the reactants needed to synthesize it. The reactants are: CC(C)(C)n1cc(C(=O)c2cncc(N)c2)c2cnc(N)nc21.O=C(O)Cn1cc(C2CC2)cn1. (6) Given the product COC(=O)Cc1cccc(OCCCCl)c1, predict the reactants needed to synthesize it. The reactants are: COC(=O)Cc1cccc(O)c1.ClCCCBr.